From a dataset of Forward reaction prediction with 1.9M reactions from USPTO patents (1976-2016). Predict the product of the given reaction. (1) Given the reactants [CH3:1][S:2][CH2:3][CH2:4][NH:5][C:6]1[C:15]2[C:10](=[CH:11][CH:12]=[CH:13][CH:14]=2)[N:9]=[CH:8][C:7]=1[NH2:16].[C:17](OC)(OC)(OC)[CH2:18][CH2:19][CH3:20].Cl.N1C=CC=CC=1, predict the reaction product. The product is: [CH3:1][S:2][CH2:3][CH2:4][N:5]1[C:6]2[C:15]3[CH:14]=[CH:13][CH:12]=[CH:11][C:10]=3[N:9]=[CH:8][C:7]=2[N:16]=[C:17]1[CH2:18][CH2:19][CH3:20]. (2) Given the reactants [C:1]([C:3]1[C:4]([N:15]2[CH2:20][CH2:19][C:18]([CH3:24])([C:21]([OH:23])=O)[CH2:17][CH2:16]2)=[N:5][C:6]([CH3:14])=[C:7]([C:9]([O:11][CH2:12][CH3:13])=[O:10])[CH:8]=1)#[N:2].CCN=C=NCCCN(C)C.C1C=CC2N(O)N=NC=2C=1.[Cl:46][C:47]1[S:51][C:50]([S:52]([NH2:55])(=[O:54])=[O:53])=[CH:49][CH:48]=1.CCN(C(C)C)C(C)C, predict the reaction product. The product is: [Cl:46][C:47]1[S:51][C:50]([S:52]([NH:55][C:21]([C:18]2([CH3:24])[CH2:19][CH2:20][N:15]([C:4]3[C:3]([C:1]#[N:2])=[CH:8][C:7]([C:9]([O:11][CH2:12][CH3:13])=[O:10])=[C:6]([CH3:14])[N:5]=3)[CH2:16][CH2:17]2)=[O:23])(=[O:54])=[O:53])=[CH:49][CH:48]=1. (3) Given the reactants CC1(C)C2C(=C(P(C3C=CC=CC=3)C3C=CC=CC=3)C=CC=2)OC2C(P(C3C=CC=CC=3)C3C=CC=CC=3)=CC=CC1=2.[C:43](=[O:46])([O-])[O-:44].[Cs+].[Cs+].[N:49]1(C(N)=O)[CH2:54][CH2:53][O:52][CH2:51][CH2:50]1, predict the reaction product. The product is: [N:49]1([C:43]([OH:44])=[O:46])[CH2:54][CH2:53][O:52][CH2:51][CH2:50]1. (4) Given the reactants [CH:1]1[C:13]2[CH:12]([CH2:14][O:15][C:16]([NH:18][C@@H:19](C3C=CC=CC=3)[C:20](O)=[O:21])=[O:17])[C:11]3[C:6](=[CH:7][CH:8]=[CH:9][CH:10]=3)[C:5]=2[CH:4]=[CH:3][CH:2]=1.C(OC(=O)[NH:35][CH2:36][C:37]1[CH:42]=[CH:41][C:40]([CH2:43][NH2:44])=[CH:39][CH:38]=1)(C)(C)C, predict the reaction product. The product is: [CH:10]1[C:11]2[CH:12]([CH2:14][O:15][C:16](=[O:17])[NH:18][C@H:19]([C:20](=[O:21])[NH:44][CH2:43][C:40]3[CH:39]=[CH:38][C:37]([CH2:36][NH2:35])=[CH:42][CH:41]=3)[C:1]3[CH:13]=[CH:5][CH:4]=[CH:3][CH:2]=3)[C:13]3[C:5](=[CH:4][CH:3]=[CH:2][CH:1]=3)[C:6]=2[CH:7]=[CH:8][CH:9]=1. (5) Given the reactants [Cl:1][C:2]1[CH:3]=[C:4]([C:33]2[CH:38]=[CH:37][C:36]([C:39](O)=[O:40])=[CH:35][CH:34]=2)[CH:5]=[C:6]([Cl:32])[C:7]=1[CH2:8][C@@H:9]1[CH2:13][CH2:12][N:11]([C@H:14]2[CH2:19][CH2:18][C@@H:17]([O:20][Si:21]([CH:28]([CH3:30])[CH3:29])([CH:25]([CH3:27])[CH3:26])[CH:22]([CH3:24])[CH3:23])[CH2:16][CH2:15]2)[C:10]1=[O:31].[F:42][CH2:43][CH2:44][N:45]1[CH2:50][CH2:49][NH:48][CH2:47][CH2:46]1.C(N(C(C)C)CC)(C)C.Cl.CN(C)CCCN=C=NCC, predict the reaction product. The product is: [Cl:32][C:6]1[CH:5]=[C:4]([C:33]2[CH:38]=[CH:37][C:36]([C:39]([N:48]3[CH2:49][CH2:50][N:45]([CH2:44][CH2:43][F:42])[CH2:46][CH2:47]3)=[O:40])=[CH:35][CH:34]=2)[CH:3]=[C:2]([Cl:1])[C:7]=1[CH2:8][C@@H:9]1[CH2:13][CH2:12][N:11]([C@H:14]2[CH2:19][CH2:18][C@@H:17]([O:20][Si:21]([CH:22]([CH3:24])[CH3:23])([CH:28]([CH3:29])[CH3:30])[CH:25]([CH3:26])[CH3:27])[CH2:16][CH2:15]2)[C:10]1=[O:31]. (6) Given the reactants [F:1][C:2]1[CH:23]=[C:22]([C:24]2[CH:33]=[CH:32][C:27]3[N:28]([CH3:31])[CH:29]=[N:30][C:26]=3[CH:25]=2)[CH:21]=[CH:20][C:3]=1[C:4]([N:6]1[CH2:11][CH2:10][N:9](C(OC(C)(C)C)=O)[C@@H:8]([CH3:19])[CH2:7]1)=[O:5].[ClH:34], predict the reaction product. The product is: [ClH:34].[F:1][C:2]1[CH:23]=[C:22]([C:24]2[CH:33]=[CH:32][C:27]3[N:28]([CH3:31])[CH:29]=[N:30][C:26]=3[CH:25]=2)[CH:21]=[CH:20][C:3]=1[C:4]([N:6]1[CH2:11][CH2:10][NH:9][C@@H:8]([CH3:19])[CH2:7]1)=[O:5]. (7) Given the reactants [Cl:1][C:2]1[CH:3]=[C:4]([NH:9][C:10]([C:12]2[C:16]([CH2:17][CH2:18][CH2:19][N:20]3[CH2:25][CH2:24][O:23][CH2:22][CH2:21]3)=[N:15][O:14][N:13]=2)=O)[CH:5]=[CH:6][C:7]=1[F:8].P(Cl)(Cl)(Cl)(Cl)Cl.[NH2:32][OH:33], predict the reaction product. The product is: [Cl:1][C:2]1[CH:3]=[C:4]([NH:9][C:10]([C:12]2[C:16]([CH2:17][CH2:18][CH2:19][N:20]3[CH2:25][CH2:24][O:23][CH2:22][CH2:21]3)=[N:15][O:14][N:13]=2)=[N:32][OH:33])[CH:5]=[CH:6][C:7]=1[F:8]. (8) Given the reactants [CH3:1][C:2]1([CH3:21])[CH2:7][CH:6]([N:8]2[C:16](=[O:17])[C:15]3[C:10](=[CH:11][CH:12]=[CH:13][CH:14]=3)[C:9]2=[O:18])[CH2:5][C:4]([CH3:20])([CH3:19])[NH:3]1.[CH2:22](Br)[C:23]#[CH:24], predict the reaction product. The product is: [CH3:1][C:2]1([CH3:21])[CH2:7][CH:6]([N:8]2[C:16](=[O:17])[C:15]3[C:10](=[CH:11][CH:12]=[CH:13][CH:14]=3)[C:9]2=[O:18])[CH2:5][C:4]([CH3:20])([CH3:19])[N:3]1[CH2:24][C:23]#[CH:22]. (9) Given the reactants C[O:2][C:3]([C:5]([CH3:50])([CH3:49])[CH2:6][C@H:7]1[CH2:12][C@H:11]([C:13]2[CH:18]=[CH:17][C:16]([CH2:19][O:20][CH2:21][CH2:22][O:23][CH3:24])=[CH:15][CH:14]=2)[C@@H:10]([O:25][CH2:26][C:27]2[CH:28]=[CH:29][C:30]3[O:35][CH2:34][CH2:33][N:32]([CH2:36][CH2:37][CH2:38][O:39][CH3:40])[C:31]=3[CH:41]=2)[CH2:9][N:8]1[C:42]([O:44][C:45]([CH3:48])([CH3:47])[CH3:46])=[O:43])=[O:4].[OH-].[Na+], predict the reaction product. The product is: [C:3]([C:5]([CH3:50])([CH3:49])[CH2:6][C@H:7]1[CH2:12][C@H:11]([C:13]2[CH:14]=[CH:15][C:16]([CH2:19][O:20][CH2:21][CH2:22][O:23][CH3:24])=[CH:17][CH:18]=2)[C@@H:10]([O:25][CH2:26][C:27]2[CH:28]=[CH:29][C:30]3[O:35][CH2:34][CH2:33][N:32]([CH2:36][CH2:37][CH2:38][O:39][CH3:40])[C:31]=3[CH:41]=2)[CH2:9][N:8]1[C:42]([O:44][C:45]([CH3:48])([CH3:47])[CH3:46])=[O:43])([OH:4])=[O:2]. (10) Given the reactants C(=O)([O-])[O-].[K+].[K+].I[C:8]1[CH:16]=[CH:15][CH:14]=[CH:13][C:9]=1[C:10]([OH:12])=[O:11].[NH:17]1[C:25]2[C:20](=[CH:21][CH:22]=[CH:23][CH:24]=2)[C:19]([C:26]([O:28][CH3:29])=[O:27])=[CH:18]1, predict the reaction product. The product is: [CH3:29][O:28][C:26]([C:19]1[C:20]2[C:25](=[CH:24][CH:23]=[CH:22][CH:21]=2)[N:17]([C:8]2[CH:16]=[CH:15][CH:14]=[CH:13][C:9]=2[C:10]([OH:12])=[O:11])[CH:18]=1)=[O:27].